Predict the reaction yield, written as a fraction of the theoretical maximum amount of product (1.0 means a 100% yield; for example, 0.34 means a 34% yield). From a dataset of Reaction yield outcomes from USPTO patents with 853,638 reactions. (1) The catalyst is C(OC(=O)C)C. The yield is 0.420. The reactants are O[CH2:2][C:3]1[C:4]2[O:12][CH:11]=[CH:10][C:5]=2[C:6](=[O:9])O[CH:8]=1.[C:13]([O-:16])(=[O:15])C.[NH4+:17].[C:18](O)(=O)C. The product is [O:9]=[C:6]1[C:5]2[CH:10]=[CH:11][O:12][C:4]=2[C:3]([CH2:2][C:13]([O:16][CH3:18])=[O:15])=[CH:8][NH:17]1. (2) The reactants are CO[C:3]([CH:5]1[CH2:7][CH2:6]1)=[O:4].[CH:8]1([C:11](=[O:13])[CH3:12])[CH2:10][CH2:9]1.C[O-].[Na+].Cl. The catalyst is CS(C)=O.C1(C)C=CC=CC=1. The product is [CH:5]1([C:3](=[O:4])[CH2:12][C:11]([CH:8]2[CH2:10][CH2:9]2)=[O:13])[CH2:6][CH2:7]1. The yield is 0.780. (3) The reactants are C[O:2][C:3]([C:5]1([CH2:11][CH2:12][NH:13][C:14]2[C:15]([CH3:31])=[N:16][C:17]([N:20]3[CH2:24][CH2:23][C@@H:22]([N:25]4[CH2:29][CH2:28][CH2:27][C@@H:26]4[CH3:30])[CH2:21]3)=[CH:18][CH:19]=2)[CH2:10][CH2:9][O:8][CH2:7][CH2:6]1)=O.CC(C)([O-])C.[K+]. The catalyst is O1CCCC1. The product is [CH3:31][C:15]1[C:14]([N:13]2[CH2:12][CH2:11][C:5]3([CH2:6][CH2:7][O:8][CH2:9][CH2:10]3)[C:3]2=[O:2])=[CH:19][CH:18]=[C:17]([N:20]2[CH2:24][CH2:23][C@@H:22]([N:25]3[CH2:29][CH2:28][CH2:27][C@@H:26]3[CH3:30])[CH2:21]2)[N:16]=1. The yield is 0.200. (4) The product is [F:9][C:4]1[CH:3]=[C:2]([CH:7]=[CH:6][C:5]=1[O:8][C:17]1[CH:22]=[CH:21][N:20]=[C:19]2[CH:23]=[C:24]([I:26])[S:25][C:18]=12)[NH2:1]. The reactants are [NH2:1][C:2]1[CH:7]=[CH:6][C:5]([OH:8])=[C:4]([F:9])[CH:3]=1.CC(C)([O-])C.[K+].Cl[C:17]1[CH:22]=[CH:21][N:20]=[C:19]2[CH:23]=[C:24]([I:26])[S:25][C:18]=12.O. The catalyst is CS(C)=O. The yield is 0.320.